Dataset: Full USPTO retrosynthesis dataset with 1.9M reactions from patents (1976-2016). Task: Predict the reactants needed to synthesize the given product. Given the product [CH2:22]([O:24][C:25](=[O:53])[CH2:26][O:27][C:28]1[CH:33]=[CH:32][CH:31]=[C:30]([CH2:34][CH2:35][CH2:36][N:37]([CH2:38][CH2:39][CH:40]([C:47]2[CH:48]=[CH:49][CH:50]=[CH:51][CH:52]=2)[C:41]2[CH:42]=[CH:43][CH:44]=[CH:45][CH:46]=2)[C:9](=[O:11])/[CH:8]=[CH:7]/[C:4]2[CH:3]=[CH:2][N:1]=[CH:6][CH:5]=2)[CH:29]=1)[CH3:23], predict the reactants needed to synthesize it. The reactants are: [N:1]1[CH:6]=[CH:5][C:4](/[CH:7]=[CH:8]/[C:9]([OH:11])=O)=[CH:3][CH:2]=1.C1C=CC2N(O)N=NC=2C=1.[CH2:22]([O:24][C:25](=[O:53])[CH2:26][O:27][C:28]1[CH:33]=[CH:32][CH:31]=[C:30]([CH2:34][CH2:35][CH2:36][NH:37][CH2:38][CH2:39][CH:40]([C:47]2[CH:52]=[CH:51][CH:50]=[CH:49][CH:48]=2)[C:41]2[CH:46]=[CH:45][CH:44]=[CH:43][CH:42]=2)[CH:29]=1)[CH3:23].Cl.